This data is from Forward reaction prediction with 1.9M reactions from USPTO patents (1976-2016). The task is: Predict the product of the given reaction. Given the reactants F[C:2]1[CH:3]=[CH:4][C:5]2[C:6]3[N:7]([N:24]=[C:25]([NH2:27])[N:26]=3)[C:8]([CH2:12][C:13]3[C:21]4[C:16](=[CH:17][CH:18]=[C:19]([O:22][CH3:23])[CH:20]=4)[NH:15][CH:14]=3)=[N:9][C:10]=2[CH:11]=1.O1C2C=CC(CC3N4N=C(N)N=C4C4C=CC(F)=CC=4N=3)=CC=2OC1.[OH:53][CH2:54][CH2:55][NH2:56], predict the reaction product. The product is: [NH2:27][C:25]1[N:26]=[C:6]2[N:7]([C:8]([CH2:12][C:13]3[C:21]4[C:16](=[CH:17][CH:18]=[C:19]([O:22][CH3:23])[CH:20]=4)[NH:15][CH:14]=3)=[N:9][C:10]3[CH:11]=[C:2]([NH:56][CH2:55][CH2:54][OH:53])[CH:3]=[CH:4][C:5]=32)[N:24]=1.